From a dataset of Full USPTO retrosynthesis dataset with 1.9M reactions from patents (1976-2016). Predict the reactants needed to synthesize the given product. (1) Given the product [Cl:35][C:34]1[CH:33]=[CH:32][CH:31]=[C:30]([Cl:36])[C:29]=1[C:27]([NH:26][C@H:25]([C:37]([OH:39])=[O:38])[CH2:24][C:21]1[CH:22]=[N:23][C:18]([O:17][CH2:16][CH2:15][C:13]2[CH:12]=[CH:11][CH:10]=[C:9]([NH:8][CH3:6])[N:14]=2)=[CH:19][CH:20]=1)=[O:28], predict the reactants needed to synthesize it. The reactants are: C(O[C:6]([N:8](C)[C:9]1[N:14]=[C:13]([CH2:15][CH2:16][O:17][C:18]2[N:23]=[CH:22][C:21]([CH2:24][C@@H:25]([C:37]([O:39]C(C)(C)C)=[O:38])[NH:26][C:27]([C:29]3[C:34]([Cl:35])=[CH:33][CH:32]=[CH:31][C:30]=3[Cl:36])=[O:28])=[CH:20][CH:19]=2)[CH:12]=[CH:11][CH:10]=1)=O)(C)(C)C. (2) Given the product [NH2:34][CH:14]([C@H:15]1[CH2:20][CH2:19][C@H:18]([NH:21][CH2:22][C:23]2[CH:24]=[CH:25][C:26]3[O:27][CH2:28][C:29](=[O:33])[NH:30][C:31]=3[N:32]=2)[CH2:17][CH2:16]1)[CH2:13][N:10]1[C:11]2[C:6](=[N:5][CH:4]=[C:3]([O:2][CH3:1])[CH:12]=2)[CH:7]=[CH:8][C:9]1=[O:47], predict the reactants needed to synthesize it. The reactants are: [CH3:1][O:2][C:3]1[CH:12]=[C:11]2[C:6]([CH:7]=[CH:8][C:9](=[O:47])[N:10]2[CH2:13][CH:14]([NH:34]S(C2C=CC=CC=2[N+]([O-])=O)(=O)=O)[C@H:15]2[CH2:20][CH2:19][C@H:18]([NH:21][CH2:22][C:23]3[CH:24]=[CH:25][C:26]4[O:27][CH2:28][C:29](=[O:33])[NH:30][C:31]=4[N:32]=3)[CH2:17][CH2:16]2)=[N:5][CH:4]=1.C1(S)C=CC=CC=1.C(=O)([O-])[O-].[K+].[K+]. (3) Given the product [C:1]([C:3]1[CH:4]=[CH:5][C:6]([CH:9]2[C:14]([C:15]([O:17][CH2:18][CH3:19])=[O:16])=[C:13]([CH3:20])[N:12]([C:21]3[CH:26]=[CH:25][CH:24]=[C:23]([C:27]([F:30])([F:29])[F:28])[CH:22]=3)[C:11]([S:31][CH2:34][C:35]3[CH:36]=[N:37][CH:38]=[CH:39][CH:40]=3)=[N:10]2)=[CH:7][CH:8]=1)#[N:2], predict the reactants needed to synthesize it. The reactants are: [C:1]([C:3]1[CH:8]=[CH:7][C:6]([CH:9]2[C:14]([C:15]([O:17][CH2:18][CH3:19])=[O:16])=[C:13]([CH3:20])[N:12]([C:21]3[CH:26]=[CH:25][CH:24]=[C:23]([C:27]([F:30])([F:29])[F:28])[CH:22]=3)[C:11](=[S:31])[NH:10]2)=[CH:5][CH:4]=1)#[N:2].Cl.Cl[CH2:34][C:35]1[CH:36]=[N:37][CH:38]=[CH:39][CH:40]=1.C(=O)([O-])[O-].[K+].[K+]. (4) Given the product [CH3:10][N:9]1[C:8](=[O:11])[CH2:7][O:6][C:5]2[CH:12]=[CH:13][C:2]([B:17]3[O:18][C:19]([CH3:21])([CH3:20])[C:15]([CH3:31])([CH3:14])[O:16]3)=[CH:3][C:4]1=2, predict the reactants needed to synthesize it. The reactants are: Br[C:2]1[CH:13]=[CH:12][C:5]2[O:6][CH2:7][C:8](=[O:11])[N:9]([CH3:10])[C:4]=2[CH:3]=1.[CH3:14][C:15]1([CH3:31])[C:19]([CH3:21])([CH3:20])[O:18][B:17]([B:17]2[O:18][C:19]([CH3:21])([CH3:20])[C:15]([CH3:31])([CH3:14])[O:16]2)[O:16]1.C([O-])(=O)C.[K+]. (5) Given the product [CH3:1][C:2]1[CH:7]=[C:6]([CH3:8])[CH:5]=[C:4]([CH:9]=[CH:24][CH:23]=[CH:22][C:21]2[CH:26]=[CH:27][C:18]([N+:15]([O-:17])=[O:16])=[CH:19][CH:20]=2)[N:3]=1, predict the reactants needed to synthesize it. The reactants are: [CH3:1][C:2]1[CH:7]=[C:6]([CH3:8])[CH:5]=[C:4]([CH3:9])[N:3]=1.C([O-])(=O)C.[Na+].[N+:15]([C:18]1[CH:27]=[CH:26][C:21](/[CH:22]=[CH:23]/[CH:24]=O)=[CH:20][CH:19]=1)([O-:17])=[O:16].